From a dataset of NCI-60 drug combinations with 297,098 pairs across 59 cell lines. Regression. Given two drug SMILES strings and cell line genomic features, predict the synergy score measuring deviation from expected non-interaction effect. Drug 1: C1=CC(=CC=C1C#N)C(C2=CC=C(C=C2)C#N)N3C=NC=N3. Drug 2: C1C(C(OC1N2C=NC3=C(N=C(N=C32)Cl)N)CO)O. Cell line: RXF 393. Synergy scores: CSS=-1.30, Synergy_ZIP=-0.327, Synergy_Bliss=-2.60, Synergy_Loewe=-4.33, Synergy_HSA=-4.05.